This data is from Reaction yield outcomes from USPTO patents with 853,638 reactions. The task is: Predict the reaction yield, written as a fraction of the theoretical maximum amount of product (1.0 means a 100% yield; for example, 0.34 means a 34% yield). (1) The reactants are [Cl:1][C:2]1[CH:3]=[C:4]([NH:16][C:17]2[C:26]3[C:21](=[CH:22][CH:23]=[CH:24][C:25]=3[O:27][CH2:28][C@H:29]3[CH2:34][CH2:33][CH2:32][NH:31][CH2:30]3)[N:20]=[CH:19][N:18]=2)[CH:5]=[CH:6][C:7]=1[O:8][CH2:9][C:10]1[CH:15]=[CH:14][CH:13]=[CH:12][N:11]=1.[C:35](O)(=[O:38])[CH2:36][OH:37]. No catalyst specified. The product is [Cl:1][C:2]1[CH:3]=[C:4]([NH:16][C:17]2[C:26]3[C:21](=[CH:22][CH:23]=[CH:24][C:25]=3[O:27][CH2:28][C@H:29]3[CH2:34][CH2:33][CH2:32][N:31]([C:36](=[O:37])[CH2:35][OH:38])[CH2:30]3)[N:20]=[CH:19][N:18]=2)[CH:5]=[CH:6][C:7]=1[O:8][CH2:9][C:10]1[CH:15]=[CH:14][CH:13]=[CH:12][N:11]=1. The yield is 0.600. (2) The reactants are [CH2:1]([NH:4][C:5]([N:7]1[C:11]([CH3:12])=[CH:10][C:9]([O:13][C:14]2[C:19]([Cl:20])=[CH:18][C:17]([C:21]([F:24])([F:23])[F:22])=[CH:16][C:15]=2[Cl:25])=[N:8]1)=[O:6])[CH:2]=C.I([O-])(=O)(=O)=[O:27].[Na+].S([O-])([O-])(=O)=S.[Na+].[Na+].C(OCC)(=O)C. The catalyst is CCOCC.O.[Os](=O)(=O)(=O)=O. The product is [CH:2]([CH2:1][NH:4][C:5]([N:7]1[C:11]([CH3:12])=[CH:10][C:9]([O:13][C:14]2[C:19]([Cl:20])=[CH:18][C:17]([C:21]([F:22])([F:23])[F:24])=[CH:16][C:15]=2[Cl:25])=[N:8]1)=[O:6])=[O:27]. The yield is 0.491. (3) The product is [Cl:12][C:9]1[CH:10]=[CH:11][C:6]([NH:5][C:3](=[O:4])[CH2:2][N:22]2[C:23]3[C:18](=[CH:17][N:16]=[C:15]([O:14][CH3:13])[CH:24]=3)[C:19](=[O:37])[C:20]([C:25]([C:27]3[CH:36]=[CH:35][C:34]4[C:29](=[CH:30][CH:31]=[CH:32][CH:33]=4)[CH:28]=3)=[O:26])=[CH:21]2)=[CH:7][CH:8]=1. The yield is 0.340. The reactants are Cl[CH2:2][C:3]([NH:5][C:6]1[CH:11]=[CH:10][C:9]([Cl:12])=[CH:8][CH:7]=1)=[O:4].[CH3:13][O:14][C:15]1[CH:24]=[C:23]2[C:18]([C:19](=[O:37])[CH:20]([C:25]([C:27]3[CH:36]=[CH:35][C:34]4[C:29](=[CH:30][CH:31]=[CH:32][CH:33]=4)[CH:28]=3)=[O:26])[CH:21]=[N:22]2)=[CH:17][N:16]=1.C([O-])([O-])=O.[K+].[K+]. The catalyst is CN(C=O)C. (4) The reactants are [OH-].[Na+].[Br:3][C:4]1[CH:5]=[C:6]([C:13]([O:15]CC)=O)[C:7]2[CH:12]=[N:11][NH:10][C:8]=2[N:9]=1.[NH2:18][CH2:19][C:20]1[C:21](=[O:28])[NH:22][C:23]([CH3:27])=[CH:24][C:25]=1[CH3:26].C1CN([P+](ON2N=NC3C=CC=CC2=3)(N2CCCC2)N2CCCC2)CC1.F[P-](F)(F)(F)(F)F. The catalyst is CCO.CS(C)=O. The product is [Br:3][C:4]1[CH:5]=[C:6]([C:13]([NH:18][CH2:19][C:20]2[C:21](=[O:28])[NH:22][C:23]([CH3:27])=[CH:24][C:25]=2[CH3:26])=[O:15])[C:7]2[CH:12]=[N:11][NH:10][C:8]=2[N:9]=1. The yield is 0.585. (5) The product is [C:1]([O:5][C:6]([N:8]1[CH2:13][CH2:12][N:11]([CH2:14][C:44]2[C:45](=[O:46])[N:40]([CH2:39][C:38]3[CH:62]=[CH:63][C:35]([F:34])=[CH:36][CH:37]=3)[N:41]=[C:42]([C:53]3[CH:58]=[CH:57][C:56]([O:59][CH3:60])=[C:55]([F:61])[CH:54]=3)[CH:43]=2)[CH2:10][CH2:9]1)=[O:7])([CH3:4])([CH3:3])[CH3:2]. The reactants are [C:1]([O:5][C:6]([N:8]1[CH2:13][CH2:12][N:11]([C:14]2C(=O)N(CC(C)C)N=C(C3C=CC(C)=C(F)C=3)C=2C)[CH2:10][CH2:9]1)=[O:7])([CH3:4])([CH3:3])[CH3:2].[F:34][C:35]1[CH:63]=[CH:62][C:38]([CH2:39][N:40]2[C:45](=[O:46])[C:44](COS(C)(=O)=O)=[CH:43][C:42]([C:53]3[CH:58]=[CH:57][C:56]([O:59][CH3:60])=[C:55]([F:61])[CH:54]=3)=[N:41]2)=[CH:37][CH:36]=1.N1(C(OC(C)(C)C)=O)CCNCC1. No catalyst specified. The yield is 0.788. (6) The reactants are [C:1]([C:5]1[NH:6][C:7]2[C:12]([CH:13]=1)=[CH:11][CH:10]=[C:9]([N+:14]([O-])=O)[CH:8]=2)([CH3:4])([CH3:3])[CH3:2].[H][H]. The catalyst is CO.[Ni]. The product is [C:1]([C:5]1[NH:6][C:7]2[C:12]([CH:13]=1)=[CH:11][CH:10]=[C:9]([NH2:14])[CH:8]=2)([CH3:4])([CH3:2])[CH3:3]. The yield is 0.890. (7) The reactants are [Cl:1][C:2]1[C:11]2[C:6](=[CH:7][CH:8]=[CH:9][C:10]=2[CH3:12])[N:5]=[C:4]([C:13]2[C:18]([O:19]C)=[CH:17][CH:16]=[CH:15][C:14]=2[F:21])[N:3]=1.B(Br)(Br)Br. The catalyst is C(Cl)Cl. The product is [Cl:1][C:2]1[C:7]2[C:6](=[CH:11][C:10]([CH3:12])=[CH:9][CH:8]=2)[N:5]=[C:4]([C:13]2[C:14]([F:21])=[CH:15][CH:16]=[CH:17][C:18]=2[OH:19])[N:3]=1. The yield is 0.660. (8) The reactants are [CH3:1][C:2]1[CH:3]=[C:4]([O:13][C:14]2[C:19]([NH2:20])=[CH:18][CH:17]=[CH:16][N:15]=2)[N:5]([C:7]2[CH:12]=[CH:11][CH:10]=[CH:9][CH:8]=2)[N:6]=1.[C:21]([C:25]1[CH:30]=[CH:29][C:28]([N:31]=[C:32]=[O:33])=[CH:27][CH:26]=1)([CH3:24])([CH3:23])[CH3:22]. The catalyst is O1CCOCC1. The product is [C:21]([C:25]1[CH:30]=[CH:29][C:28]([NH:31][C:32]([NH:20][C:19]2[C:14]([O:13][C:4]3[N:5]([C:7]4[CH:8]=[CH:9][CH:10]=[CH:11][CH:12]=4)[N:6]=[C:2]([CH3:1])[CH:3]=3)=[N:15][CH:16]=[CH:17][CH:18]=2)=[O:33])=[CH:27][CH:26]=1)([CH3:24])([CH3:22])[CH3:23]. The yield is 0.550. (9) The reactants are [Cl:1][C:2]1[CH:11]=[CH:10][C:9]2[NH:8]C(=O)[N:6]3[N:13]=[C:14]([CH2:16][O:17][CH3:18])[N:15]=[C:5]3[C:4]=2[CH:3]=1.ClC1C=CC2NC(=O)N3N=C(C4CC4)N=C3C=2C=1. No catalyst specified. The product is [Cl:1][C:2]1[CH:11]=[CH:10][C:9]([NH2:8])=[C:4]([C:5]2[NH:6][N:13]=[C:14]([CH2:16][O:17][CH3:18])[N:15]=2)[CH:3]=1. The yield is 0.920. (10) The reactants are [CH3:1][C:2]1[CH:11]=[CH:10][C:9]2[C:4](=[CH:5][CH:6]=[CH:7][C:8]=2[N:12]2[CH2:17][CH2:16][N:15]([CH2:18][CH2:19][C:20]3[CH:21]=[C:22]([CH:24]=[CH:25][CH:26]=3)[NH2:23])[CH2:14][CH2:13]2)[N:3]=1.[Cl:27][C:28]([O:30][CH2:31][CH3:32])=[O:29]. No catalyst specified. The product is [ClH:27].[ClH:27].[CH3:1][C:2]1[CH:11]=[CH:10][C:9]2[C:4](=[CH:5][CH:6]=[CH:7][C:8]=2[N:12]2[CH2:13][CH2:14][N:15]([CH2:18][CH2:19][C:20]3[CH:21]=[C:22]([NH:23][C:28](=[O:29])[O:30][CH2:31][CH3:32])[CH:24]=[CH:25][CH:26]=3)[CH2:16][CH2:17]2)[N:3]=1. The yield is 0.790.